Dataset: Reaction yield outcomes from USPTO patents with 853,638 reactions. Task: Predict the reaction yield, written as a fraction of the theoretical maximum amount of product (1.0 means a 100% yield; for example, 0.34 means a 34% yield). (1) The reactants are Br[C:2]1[C:10]2[C:5](=[CH:6][N:7]=[CH:8][C:9]=2[F:11])[S:4][CH:3]=1.[B:12]1([B:12]2[O:16][C:15]([CH3:18])([CH3:17])[C:14]([CH3:20])([CH3:19])[O:13]2)[O:16][C:15]([CH3:18])([CH3:17])[C:14]([CH3:20])([CH3:19])[O:13]1.C([O-])(=O)C.[K+]. The catalyst is O1CCOCC1.ClCCl. The product is [F:11][C:9]1[CH:8]=[N:7][CH:6]=[C:5]2[S:4][CH:3]=[C:2]([B:12]3[O:16][C:15]([CH3:18])([CH3:17])[C:14]([CH3:20])([CH3:19])[O:13]3)[C:10]=12. The yield is 0.520. (2) The reactants are Cl[C:2]1[CH:7]=[N:6][CH:5]=[C:4]([Cl:8])[N:3]=1.[F:9][C:10]([F:20])([F:19])[C:11]1[CH:18]=[CH:17][C:14]([CH2:15][OH:16])=[CH:13][CH:12]=1.[H-].[Na+]. No catalyst specified. The product is [Cl:8][C:4]1[CH:5]=[N:6][CH:7]=[C:2]([O:16][CH2:15][C:14]2[CH:13]=[CH:12][C:11]([C:10]([F:9])([F:19])[F:20])=[CH:18][CH:17]=2)[N:3]=1. The yield is 0.930. (3) The reactants are Cl.Cl.[CH2:3]([N:5]([CH2:12][CH3:13])[CH:6]1[CH2:11][CH2:10][NH:9][CH2:8][CH2:7]1)[CH3:4]. The catalyst is O.[OH-].[Na+]. The product is [CH2:12]([N:5]([CH2:3][CH3:4])[CH:6]1[CH2:7][CH2:8][NH:9][CH2:10][CH2:11]1)[CH3:13]. The yield is 0.770. (4) The reactants are [OH:1][C@@H:2]([CH2:15][C:16]([CH3:19])([CH3:18])[CH3:17])[CH2:3]OS(C1C=CC(C)=CC=1)(=O)=O.[NH:20]1[CH2:25][CH2:24][O:23][CH2:22][CH2:21]1. No catalyst specified. The product is [CH3:19][C:16]([CH3:17])([CH3:18])[CH2:15][C@H:2]([OH:1])[CH2:3][N:20]1[CH2:25][CH2:24][O:23][CH2:22][CH2:21]1. The yield is 0.670. (5) The reactants are [F:1][C:2]1[CH:35]=[C:34]([F:36])[CH:33]=[CH:32][C:3]=1[O:4][C:5]1[CH:10]=[CH:9][C:8]([NH:11][S:12]([CH2:15][CH3:16])(=[O:14])=[O:13])=[CH:7][C:6]=1[C:17]1[C:25]2[C:20](=[C:21]([O:29]C)[N:22]=[C:23]([C:26]([OH:28])=[O:27])[CH:24]=2)[N:19]([CH3:31])[CH:18]=1.Cl. The catalyst is O1CCOCC1. The product is [F:1][C:2]1[CH:35]=[C:34]([F:36])[CH:33]=[CH:32][C:3]=1[O:4][C:5]1[CH:10]=[CH:9][C:8]([NH:11][S:12]([CH2:15][CH3:16])(=[O:14])=[O:13])=[CH:7][C:6]=1[C:17]1[C:25]2[CH:24]=[C:23]([C:26]([OH:28])=[O:27])[NH:22][C:21](=[O:29])[C:20]=2[N:19]([CH3:31])[CH:18]=1. The yield is 0.970.